This data is from Reaction yield outcomes from USPTO patents with 853,638 reactions. The task is: Predict the reaction yield, written as a fraction of the theoretical maximum amount of product (1.0 means a 100% yield; for example, 0.34 means a 34% yield). (1) The reactants are [CH3:1][O:2][C:3]1[N:8]=[N:7][C:6]([NH:9][C:10](=[O:15])[C:11]([CH3:14])([CH3:13])[CH3:12])=[CH:5][CH:4]=1.[CH3:16][CH2:17][CH:18](Br)[CH2:19][CH3:20]. No catalyst specified. The product is [CH2:17]([CH:18]([C:5]1[CH:4]=[C:3]([O:2][CH3:1])[N:8]=[N:7][C:6]=1[NH:9][C:10](=[O:15])[C:11]([CH3:12])([CH3:14])[CH3:13])[CH2:19][CH3:20])[CH3:16]. The yield is 0.650. (2) The reactants are [CH3:1][C@@H:2]1[O:6][S:5](=[O:7])[N:4]([C:8]([O:10][C:11]([CH3:14])([CH3:13])[CH3:12])=[O:9])[CH2:3]1.I([O-])(=O)(=O)=[O:16].[Na+]. The catalyst is C(#N)C.O.C(OCC)(=O)C. The product is [CH3:1][C@@H:2]1[O:6][S:5](=[O:16])(=[O:7])[N:4]([C:8]([O:10][C:11]([CH3:13])([CH3:12])[CH3:14])=[O:9])[CH2:3]1. The yield is 0.970. (3) The reactants are C(O)(C(F)(F)F)=O.C(OC(=O)[NH:14][CH2:15][CH2:16][CH2:17][O:18][C:19]1[CH:20]=[C:21]2[C:26](=[CH:27][C:28]=1[O:29][CH3:30])[N:25]=[CH:24][N:23]=[C:22]2[NH:31][C:32]1[CH:37]=[CH:36][C:35]([O:38][CH2:39][C:40]2[CH:45]=[CH:44][CH:43]=[CH:42][N:41]=2)=[C:34]([Cl:46])[CH:33]=1)(C)(C)C. The catalyst is C(Cl)Cl.C([O-])(O)=O.[Na+]. The product is [NH2:14][CH2:15][CH2:16][CH2:17][O:18][C:19]1[CH:20]=[C:21]2[C:26](=[CH:27][C:28]=1[O:29][CH3:30])[N:25]=[CH:24][N:23]=[C:22]2[NH:31][C:32]1[CH:37]=[CH:36][C:35]([O:38][CH2:39][C:40]2[CH:45]=[CH:44][CH:43]=[CH:42][N:41]=2)=[C:34]([Cl:46])[CH:33]=1. The yield is 0.950. (4) The reactants are [NH:1]1[CH2:8][CH2:7][CH2:6][C@H:2]1[C:3]([OH:5])=[O:4].[N:9]([O-])=[O:10].[Na+].Cl. The catalyst is O. The product is [N:9]([N:1]1[CH2:8][CH2:7][CH2:6][C@H:2]1[C:3]([OH:5])=[O:4])=[O:10]. The yield is 1.05. (5) The reactants are O=C1C2C(=CC=CC=2)C(=O)[N:3]1[C@@H:12]([CH3:28])[CH2:13][N:14]1[CH:18]=[CH:17][C:16]([C:19]2[CH:26]=[CH:25][C:22]([C:23]#[N:24])=[C:21]([CH3:27])[CH:20]=2)=[N:15]1.O.NN. No catalyst specified. The product is [NH2:3][C@@H:12]([CH3:28])[CH2:13][N:14]1[CH:18]=[CH:17][C:16]([C:19]2[CH:26]=[CH:25][C:22]([C:23]#[N:24])=[C:21]([CH3:27])[CH:20]=2)=[N:15]1. The yield is 0.190. (6) The reactants are Br[CH2:2][CH2:3][CH2:4][CH2:5][CH2:6][C:7]([O:9][CH2:10][CH3:11])=[O:8].[S:12]([O-:15])([O-:14])=[O:13].[Na+:16].[Na+]. The catalyst is C(O)C.O. The product is [CH2:10]([O:9][C:7](=[O:8])[CH2:6][CH2:5][CH2:4][CH2:3][CH2:2][S:12]([O-:15])(=[O:14])=[O:13])[CH3:11].[Na+:16]. The yield is 0.990. (7) The reactants are [NH2:1][C:2]1[N:7]=[CH:6][N:5]=[C:4]2[N:8]([CH:12]([C:14]3[O:15][C:16]4[C:21]([C:22](=[O:31])[C:23]=3[C:24]3[CH:29]=[CH:28][CH:27]=[C:26]([F:30])[CH:25]=3)=[CH:20][CH:19]=[CH:18][CH:17]=4)[CH3:13])[N:9]=[C:10](I)[C:3]=12.[CH3:32][C:33]1[C:41]2[C:36](=[CH:37][C:38](B3OC(C)(C)C(C)(C)O3)=[CH:39][CH:40]=2)[NH:35][CH:34]=1.C(=O)([O-])[O-].[Na+].[Na+].ClCCl. The catalyst is CN(C=O)C.C(O)C.O. The product is [NH2:1][C:2]1[N:7]=[CH:6][N:5]=[C:4]2[N:8]([CH:12]([C:14]3[O:15][C:16]4[C:21]([C:22](=[O:31])[C:23]=3[C:24]3[CH:29]=[CH:28][CH:27]=[C:26]([F:30])[CH:25]=3)=[CH:20][CH:19]=[CH:18][CH:17]=4)[CH3:13])[N:9]=[C:10]([C:38]3[CH:37]=[C:36]4[C:41]([C:33]([CH3:32])=[CH:34][NH:35]4)=[CH:40][CH:39]=3)[C:3]=12. The yield is 0.100.